From a dataset of Full USPTO retrosynthesis dataset with 1.9M reactions from patents (1976-2016). Predict the reactants needed to synthesize the given product. (1) Given the product [CH2:1]([N:5]1[C:14](=[O:15])[CH:13]([C:16]#[N:17])[C:12]2[CH2:11][CH2:10][CH2:9][CH2:8][C:7]=2[CH2:6]1)[CH2:2][CH2:3][CH3:4], predict the reactants needed to synthesize it. The reactants are: [CH2:1]([N:5]1[C:14](=[O:15])[C:13]([C:16]#[N:17])=[C:12]2[C:7]([CH2:8][CH2:9][CH2:10][CH2:11]2)=[CH:6]1)[CH2:2][CH2:3][CH3:4].C1(C)C=CC=CC=1.[H-].C([Al+]CC(C)C)C(C)C.Cl. (2) Given the product [CH3:1][O:2][C:3]([C@@H:4]([NH:5][CH2:11][CH2:10][CH2:16][S:13]([OH:15])(=[O:14])=[O:12])[CH:6]([CH3:8])[CH3:7])=[O:9], predict the reactants needed to synthesize it. The reactants are: [CH3:1][O:2][C:3](=[O:9])[C@H:4]([CH:6]([CH3:8])[CH3:7])[NH2:5].[CH2:10]1[CH2:16][S:13](=[O:15])(=[O:14])[O:12][CH2:11]1. (3) Given the product [CH:28]1([O:27][C:21]2[CH:20]=[C:19]([C@H:17]3[CH2:16][NH:15][C:14](=[O:33])[C@H:13]([CH2:12][C:11]4[CH:34]=[CH:35][CH:36]=[C:9]([OH:8])[CH:10]=4)[CH2:18]3)[CH:24]=[CH:23][C:22]=2[O:25][CH3:26])[CH2:29][CH2:30][CH2:31][CH2:32]1, predict the reactants needed to synthesize it. The reactants are: C([O:8][C:9]1[CH:10]=[C:11]([CH:34]=[CH:35][CH:36]=1)[CH2:12][C@@H:13]1[CH2:18][C@@H:17]([C:19]2[CH:24]=[CH:23][C:22]([O:25][CH3:26])=[C:21]([O:27][CH:28]3[CH2:32][CH2:31][CH2:30][CH2:29]3)[CH:20]=2)[CH2:16][NH:15][C:14]1=[O:33])C1C=CC=CC=1.CO. (4) Given the product [CH2:2]([N:5]1[C:14]2[C:13]3[O:15][CH2:16][CH2:17][O:18][C:12]=3[CH:11]=[CH:10][C:9]=2[CH:8]=[CH:7][C:6]1=[O:19])[CH:3]=[CH2:4], predict the reactants needed to synthesize it. The reactants are: [I-].[CH2:2]([N+:5]1[C:14]2[C:13]3[O:15][CH2:16][CH2:17][O:18][C:12]=3[CH:11]=[CH:10][C:9]=2[CH:8]=[CH:7][CH:6]=1)[CH:3]=[CH2:4].[OH-:19].[K+].O. (5) Given the product [Cl:25][C:2]1[CH:3]=[C:4]([CH:8]=[CH:9][C:10]=1[C:11]([O:13][CH3:14])=[O:12])[C:5]([OH:7])=[O:6], predict the reactants needed to synthesize it. The reactants are: N[C:2]1[CH:3]=[C:4]([CH:8]=[CH:9][C:10]=1[C:11]([O:13][CH3:14])=[O:12])[C:5]([OH:7])=[O:6].N([O-])=O.[Na+].C(OCC)(=O)C.[ClH:25].